The task is: Predict the product of the given reaction.. This data is from Forward reaction prediction with 1.9M reactions from USPTO patents (1976-2016). Given the reactants [Cl:1][C:2]1[N:7]=[C:6](OC)[N:5]=[C:4]([NH:10][C:11]2[CH:16]=[CH:15][C:14]([N:17]3[CH:21]=[C:20]([CH3:22])[N:19]=[CH:18]3)=[C:13]([O:23][CH3:24])[CH:12]=2)[N:3]=1.[CH2:25]([N:27](CC)[CH2:28]C)C.ClC1N=C(Cl)N=C(N(C)C)N=1, predict the reaction product. The product is: [Cl:1][C:2]1[N:3]=[C:4]([NH:10][C:11]2[CH:16]=[CH:15][C:14]([N:17]3[CH:21]=[C:20]([CH3:22])[N:19]=[CH:18]3)=[C:13]([O:23][CH3:24])[CH:12]=2)[N:5]=[C:6]([N:27]([CH3:28])[CH3:25])[N:7]=1.